Binary Classification. Given a drug SMILES string, predict its activity (active/inactive) in a high-throughput screening assay against a specified biological target. From a dataset of M1 muscarinic receptor antagonist screen with 61,756 compounds. The compound is S(=O)(=O)(N1CCCC1)Nc1c(n(n(c1=O)c1ccccc1)C)C. The result is 0 (inactive).